Dataset: Peptide-MHC class II binding affinity with 134,281 pairs from IEDB. Task: Regression. Given a peptide amino acid sequence and an MHC pseudo amino acid sequence, predict their binding affinity value. This is MHC class II binding data. (1) The peptide sequence is ELLEFHYYLSSKLNK. The MHC is DRB1_1101 with pseudo-sequence DRB1_1101. The binding affinity (normalized) is 0.831. (2) The peptide sequence is IPIQLLPNTLVFQAK. The MHC is H-2-IAb with pseudo-sequence H-2-IAb. The binding affinity (normalized) is 0.186. (3) The peptide sequence is LAESINKSAFQSSVA. The MHC is DRB1_0101 with pseudo-sequence DRB1_0101. The binding affinity (normalized) is 0.597. (4) The peptide sequence is EKKYFAATQFEPLAG. The MHC is HLA-DPA10201-DPB10101 with pseudo-sequence HLA-DPA10201-DPB10101. The binding affinity (normalized) is 1.00. (5) The peptide sequence is STWYGKPTGAGPKDN. The MHC is HLA-DPA10201-DPB10101 with pseudo-sequence HLA-DPA10201-DPB10101. The binding affinity (normalized) is 0. (6) The peptide sequence is EGGVWTFDSEEPLQGPFNFR. The MHC is HLA-DQA10301-DQB10302 with pseudo-sequence HLA-DQA10301-DQB10302. The binding affinity (normalized) is 0.273.